This data is from Catalyst prediction with 721,799 reactions and 888 catalyst types from USPTO. The task is: Predict which catalyst facilitates the given reaction. Reactant: [Cl:1][C:2]1[N:6]2[CH:7]=[C:8]([C:15]3[CH:19]=[CH:18][O:17][CH:16]=3)[CH:9]=[C:10]([C:11]([F:14])([F:13])[F:12])[C:5]2=[N:4][C:3]=1[C:20](O)=[O:21].[OH:23][C@H:24]1[C@H:29](N2CCOC2=O)[CH2:28][CH2:27][NH:26][CH2:25]1.CN(C([O:43]N1N=NC2C=CC=NC1=2)=[N+](C)C)C.F[P-](F)(F)(F)(F)F.[CH3:60][CH2:61][N:62]([CH:66](C)C)C(C)C.[Li+].[Cl-]. Product: [Cl:1][C:2]1[N:6]2[CH:7]=[C:8]([C:15]3[CH:19]=[CH:18][O:17][CH:16]=3)[CH:9]=[C:10]([C:11]([F:13])([F:14])[F:12])[C:5]2=[N:4][C:3]=1[C:20]([N:26]1[CH2:27][CH2:28][CH:29]([CH:66]2[NH:62][CH2:61][CH2:60][O:43]2)[CH:24]([OH:23])[CH2:25]1)=[O:21]. The catalyst class is: 42.